This data is from NCI-60 drug combinations with 297,098 pairs across 59 cell lines. The task is: Regression. Given two drug SMILES strings and cell line genomic features, predict the synergy score measuring deviation from expected non-interaction effect. Drug 1: CNC(=O)C1=NC=CC(=C1)OC2=CC=C(C=C2)NC(=O)NC3=CC(=C(C=C3)Cl)C(F)(F)F. Drug 2: C1=NC2=C(N1)C(=S)N=CN2. Cell line: SK-MEL-5. Synergy scores: CSS=8.60, Synergy_ZIP=-7.40, Synergy_Bliss=-4.23, Synergy_Loewe=-16.8, Synergy_HSA=-2.90.